Dataset: Forward reaction prediction with 1.9M reactions from USPTO patents (1976-2016). Task: Predict the product of the given reaction. (1) Given the reactants [CH:1]([C:4]1[CH:5]=[CH:6][C:7]([S:10]([N:13]([CH2:21][C:22]([OH:24])=O)[C:14]2[CH:19]=[CH:18][C:17]([CH3:20])=[CH:16][CH:15]=2)(=[O:12])=[O:11])=[N:8][CH:9]=1)([CH3:3])[CH3:2].[N:25]1[CH:30]=[CH:29][CH:28]=[CH:27][C:26]=1[CH2:31][NH:32][CH2:33][CH2:34][OH:35], predict the reaction product. The product is: [OH:35][CH2:34][CH2:33][N:32]([CH2:31][C:26]1[CH:27]=[CH:28][CH:29]=[CH:30][N:25]=1)[C:22](=[O:24])[CH2:21][N:13]([S:10]([C:7]1[CH:6]=[CH:5][C:4]([CH:1]([CH3:3])[CH3:2])=[CH:9][N:8]=1)(=[O:11])=[O:12])[C:14]1[CH:19]=[CH:18][C:17]([CH3:20])=[CH:16][CH:15]=1. (2) Given the reactants [F:1][C:2]1[C:9]([N+:10]([O-:12])=[O:11])=[C:8]([OH:13])[CH:7]=[CH:6][C:3]=1[CH:4]=[O:5].C1(O)C=CC=CC=1.[CH3:21][O:22][C:23](=[O:27])[CH:24](Br)[CH3:25], predict the reaction product. The product is: [F:1][C:2]1[C:9]([N+:10]([O-:12])=[O:11])=[C:8]([CH:7]=[CH:6][C:3]=1[CH:4]=[O:5])[O:13][CH:24]([CH3:25])[C:23]([O:22][CH3:21])=[O:27].